From a dataset of Catalyst prediction with 721,799 reactions and 888 catalyst types from USPTO. Predict which catalyst facilitates the given reaction. (1) Reactant: Cl.[CH3:2][O:3][C:4](=[O:14])[C:5]1[CH:10]=[C:9]([NH:11][NH2:12])[CH:8]=[CH:7][C:6]=1[Cl:13].O=[CH:16][C:17]([OH:19])=[O:18]. Product: [CH3:2][O:3][C:4](=[O:14])[C:5]1[CH:10]=[C:9]([NH:11][N:12]=[CH:16][C:17]([OH:19])=[O:18])[CH:8]=[CH:7][C:6]=1[Cl:13]. The catalyst class is: 33. (2) Reactant: [O:1]1[C:10]2[CH2:9][CH2:8][CH:7]([C:11]([O:13][C:14]([CH3:17])([CH3:16])[CH3:15])=[O:12])[NH:6][CH2:5][C:4]=2[CH:3]=[CH:2]1.[Br:18]N1C(=O)CCC1=O.C([O-])(O)=O.[Na+]. Product: [Br:18][C:2]1[O:1][C:10]2[CH2:9][CH2:8][CH:7]([C:11]([O:13][C:14]([CH3:17])([CH3:16])[CH3:15])=[O:12])[NH:6][CH2:5][C:4]=2[CH:3]=1. The catalyst class is: 845. (3) Reactant: [CH3:1][O:2][C:3]1[CH:4]=[CH:5][C:6]2[NH:12][C:11](=[O:13])[N:10]([CH:14]3[CH2:19][CH2:18][NH:17][CH2:16][CH2:15]3)[CH2:9][CH2:8][C:7]=2[CH:20]=1.Cl[C:22]1[N:27]=[CH:26][N:25]=[C:24]([O:28][C:29]2[C:38]3[C:33](=[CH:34][CH:35]=[CH:36][CH:37]=3)[N:32]=[C:31]([CH3:39])[CH:30]=2)[CH:23]=1.CCN(C(C)C)C(C)C. Product: [CH3:1][O:2][C:3]1[CH:4]=[CH:5][C:6]2[NH:12][C:11](=[O:13])[N:10]([CH:14]3[CH2:19][CH2:18][N:17]([C:22]4[CH:23]=[C:24]([O:28][C:29]5[C:38]6[C:33](=[CH:34][CH:35]=[CH:36][CH:37]=6)[N:32]=[C:31]([CH3:39])[CH:30]=5)[N:25]=[CH:26][N:27]=4)[CH2:16][CH2:15]3)[CH2:9][CH2:8][C:7]=2[CH:20]=1. The catalyst class is: 3.